From a dataset of Catalyst prediction with 721,799 reactions and 888 catalyst types from USPTO. Predict which catalyst facilitates the given reaction. Product: [F:18][C:19]1[CH:20]=[CH:21][C:22]([CH:25]([N:6]2[C:7]3[CH:8]=[CH:9][C:10]([CH3:13])=[CH:11][C:12]=3[C:4]3[CH2:3][N:2]([CH3:1])[CH2:15][CH2:14][C:5]2=3)[CH:27]([OH:26])[CH3:30])=[CH:23][CH:24]=1. Reactant: [CH3:1][N:2]1[CH2:15][CH2:14][C:5]2[NH:6][C:7]3[CH:8]=[CH:9][C:10]([CH3:13])=[CH:11][C:12]=3[C:4]=2[CH2:3]1.[H-].[Na+].[F:18][C:19]1[CH:24]=[CH:23][C:22]([C:25]2(C)[CH2:27][O:26]2)=[CH:21][CH:20]=1.O.[CH2:30]1COCC1. The catalyst class is: 39.